From a dataset of Full USPTO retrosynthesis dataset with 1.9M reactions from patents (1976-2016). Predict the reactants needed to synthesize the given product. (1) Given the product [ClH:1].[ClH:1].[CH3:2][O:3][C:4]1[CH:5]=[C:6](/[CH:16]=[CH:17]/[C:18]([NH:20][NH2:21])=[O:19])[CH:7]=[CH:8][C:9]=1[N:10]1[CH:14]=[C:13]([CH3:15])[N:12]=[CH:11]1, predict the reactants needed to synthesize it. The reactants are: [ClH:1].[CH3:2][O:3][C:4]1[CH:5]=[C:6](/[CH:16]=[CH:17]/[C:18]([NH:20][NH:21]C(OC(C)(C)C)=O)=[O:19])[CH:7]=[CH:8][C:9]=1[N:10]1[CH:14]=[C:13]([CH3:15])[N:12]=[CH:11]1. (2) Given the product [CH:39]1[C:40]2[NH:41][C:42]3[C:47](=[CH:46][CH:45]=[CH:44][CH:43]=3)[C:48]=2[CH:49]=[C:37]([C:24]2[CH:23]=[CH:22][C:21]([N:7]([C:1]3[CH:6]=[CH:5][CH:4]=[CH:3][CH:2]=3)[C:8]3[CH:20]=[CH:19][C:11]4[O:12][C:13]5[CH:18]=[CH:17][CH:16]=[CH:15][C:14]=5[C:10]=4[CH:9]=3)=[CH:26][CH:25]=2)[CH:38]=1, predict the reactants needed to synthesize it. The reactants are: [C:1]1([N:7]([C:21]2[CH:26]=[CH:25][C:24](B3OC(C)(C)C(C)(C)O3)=[CH:23][CH:22]=2)[C:8]2[CH:20]=[CH:19][C:11]3[O:12][C:13]4[CH:18]=[CH:17][CH:16]=[CH:15][C:14]=4[C:10]=3[CH:9]=2)[CH:6]=[CH:5][CH:4]=[CH:3][CH:2]=1.Br[C:37]1[CH:38]=[CH:39][C:40]2[NH:41][C:42]3[C:47]([C:48]=2[CH:49]=1)=[CH:46][CH:45]=[CH:44][CH:43]=3.C1(P(C2CCCCC2)C2C=CC=CC=2C2C(OC)=CC=CC=2OC)CCCCC1.[O-]P([O-])([O-])=O.[K+].[K+].[K+]. (3) Given the product [C:4]([OH:6])(=[O:5])[CH:3]=[CH2:1].[NH2:12][C:26]([O:30][CH2:31][CH3:32])=[O:29], predict the reactants needed to synthesize it. The reactants are: [CH2:1]([C:3](CO)(C)[C:4]([OH:6])=[O:5])O.O=C=[N:12]C1CC(C)(C)CC(C)(CN=C=O)C1.[C:26]([O:30][CH2:31][CH2:32]O)(=[O:29])C=C. (4) Given the product [F:25][C:23]1[CH:24]=[C:16]([N:12]2[CH2:11][C@H:10]([CH2:9][NH:8][C:1](=[O:3])[CH3:2])[O:14][C:13]2=[O:15])[CH:17]=[C:18]2[C:22]=1[N:21]([CH3:26])[C:20](=[O:27])[CH2:19]2, predict the reactants needed to synthesize it. The reactants are: [C:1](OC(=O)C)(=[O:3])[CH3:2].[NH2:8][CH2:9][C@H:10]1[O:14][C:13](=[O:15])[N:12]([C:16]2[CH:17]=[C:18]3[C:22](=[C:23]([F:25])[CH:24]=2)[N:21]([CH3:26])[C:20](=[O:27])[CH2:19]3)[CH2:11]1.C(N(CC)C(C)C)(C)C. (5) Given the product [NH2:15][C:8]1[CH:9]=[C:10]([CH:13]=[CH:14][C:7]=1[NH:6][CH2:1][CH2:2][CH:3]([CH3:5])[CH3:4])[C:11]#[N:12], predict the reactants needed to synthesize it. The reactants are: [CH2:1]([NH:6][C:7]1[CH:14]=[CH:13][C:10]([C:11]#[N:12])=[CH:9][C:8]=1[N+:15]([O-])=O)[CH2:2][CH:3]([CH3:5])[CH3:4]. (6) Given the product [CH3:22][O:23][C:2]1[C:10]2[O:9][CH:8]([CH3:11])[CH2:7][C:6]=2[C:5]([CH3:12])=[CH:4][C:3]=1[CH3:13], predict the reactants needed to synthesize it. The reactants are: Br[C:2]1[C:10]2[O:9][CH:8]([CH3:11])[CH2:7][C:6]=2[C:5]([CH3:12])=[CH:4][C:3]=1[CH3:13].C[O-].[Na+].CO.CN([CH:22]=[O:23])C.Cl. (7) Given the product [N:8]1([CH:6]2[CH2:21][CH2:20][NH:19][CH2:18][CH2:17]2)[CH2:9][CH2:10][CH:11]([OH:14])[CH2:12][CH2:13]1, predict the reactants needed to synthesize it. The reactants are: C(O[C:6]([N:8]1[CH2:13][CH2:12][C:11](=[O:14])[CH2:10][CH2:9]1)=O)(C)(C)C.OC1[CH2:21][CH2:20][NH:19][CH2:18][CH2:17]1.C(O[BH-](OC(=O)C)OC(=O)C)(=O)C.[Na+].Cl.